Regression/Classification. Given a drug SMILES string, predict its absorption, distribution, metabolism, or excretion properties. Task type varies by dataset: regression for continuous measurements (e.g., permeability, clearance, half-life) or binary classification for categorical outcomes (e.g., BBB penetration, CYP inhibition). Dataset: cyp2c9_veith. From a dataset of CYP2C9 inhibition data for predicting drug metabolism from PubChem BioAssay. The molecule is CCOC(=O)COc1cc(OCC(=O)OCC)c2c(=O)cc(-c3ccccc3)oc2c1. The result is 1 (inhibitor).